Dataset: Catalyst prediction with 721,799 reactions and 888 catalyst types from USPTO. Task: Predict which catalyst facilitates the given reaction. (1) Reactant: [N+:1]([O:4][CH2:5][CH2:6][CH2:7][O:8][C:9]1[CH:19]=[CH:18][C:12]([C:13]([O:15][CH2:16]Cl)=[O:14])=[CH:11][CH:10]=1)([O-:3])=[O:2].[C:20]([O:23][C:24]1[CH:32]=[CH:31][CH:30]=[CH:29][C:25]=1[C:26]([OH:28])=[O:27])(=[O:22])[CH3:21].CCN(CC)CC. Product: [C:20]([O:23][C:24]1[CH:32]=[CH:31][CH:30]=[CH:29][C:25]=1[C:26]([O:28][CH2:16][O:15][C:13](=[O:14])[C:12]1[CH:18]=[CH:19][C:9]([O:8][CH2:7][CH2:6][CH2:5][O:4][N+:1]([O-:3])=[O:2])=[CH:10][CH:11]=1)=[O:27])(=[O:22])[CH3:21]. The catalyst class is: 18. (2) Reactant: [CH2:1]([O:8][N:9]1[C:15](=[O:16])[N:14]2[CH2:17][C@H:10]1[CH2:11][CH2:12][C@H:13]2[C:18]([OH:20])=O)[C:2]1[CH:7]=[CH:6][CH:5]=[CH:4][CH:3]=1.ClC(OCC(C)C)=O.C(N(CC)CC)C.[C:36]([O:40][C:41](=[O:50])[N:42]([CH2:46][CH2:47][O:48][NH2:49])[CH:43]([CH3:45])[CH3:44])([CH3:39])([CH3:38])[CH3:37]. Product: [C:36]([O:40][C:41](=[O:50])[N:42]([CH2:46][CH2:47][O:48][NH:49][C:18]([C@@H:13]1[CH2:12][CH2:11][C@@H:10]2[CH2:17][N:14]1[C:15](=[O:16])[N:9]2[O:8][CH2:1][C:2]1[CH:3]=[CH:4][CH:5]=[CH:6][CH:7]=1)=[O:20])[CH:43]([CH3:45])[CH3:44])([CH3:37])([CH3:39])[CH3:38]. The catalyst class is: 4. (3) Reactant: C([NH:4][C@:5]1([C:22](NC(C)(C)C)=[O:23])[C@@H:9]([CH2:10][CH2:11][CH2:12][B:13]2[O:17]C(C)(C)C(C)(C)[O:14]2)[CH2:8][NH:7][CH2:6]1)(=O)C.C([N:36]1[CH2:40][CH2:39][C:38](=O)[CH2:37]1)(OC(C)(C)C)=O.S([O-])([O-])(=O)=[O:43].[Na+].[Na+].C(O)(=O)C.C(O[BH-](OC(=O)C)OC(=O)C)(=O)C.[Na+].C(=O)([O-])[O-].[Na+].[Na+]. Product: [NH2:4][C@:5]1([C:22]([OH:23])=[O:43])[C@@H:9]([CH2:10][CH2:11][CH2:12][B:13]([OH:14])[OH:17])[CH2:8][N:7]([CH:38]2[CH2:39][CH2:40][NH:36][CH2:37]2)[CH2:6]1. The catalyst class is: 26.